Predict the product of the given reaction. From a dataset of Forward reaction prediction with 1.9M reactions from USPTO patents (1976-2016). (1) Given the reactants [Br:1][C:2]1[CH:3]=[N:4][C:5]2[C:10]([CH:11]=1)=[N:9][CH:8]=[CH:7][CH:6]=2.ClC1C=CC=C(C(OO)=[O:20])C=1, predict the reaction product. The product is: [Br:1][C:2]1[CH:3]=[N:4][C:5]2[CH:6]=[CH:7][CH:8]=[N+:9]([O-:20])[C:10]=2[CH:11]=1. (2) Given the reactants [I-].[F:2][C:3]1[CH:11]=[CH:10][CH:9]=[C:8]2[C:4]=1[CH:5]=[C:6]([C:12]1[CH:17]=[C:16]([C:18]3[C:19]([N:38]([CH3:43])[S:39]([CH3:42])(=[O:41])=[O:40])=[CH:20][C:21]4[O:25][C:24]([C:26]5[CH:31]=[CH:30][C:29]([F:32])=[CH:28][CH:27]=5)=[C:23]([C:33](=[O:36])[NH:34][CH3:35])[C:22]=4[CH:37]=3)[CH:15]=[CH:14][N+:13]=1[CH3:44])[NH:7]2, predict the reaction product. The product is: [F:2][C:3]1[CH:11]=[CH:10][CH:9]=[C:8]2[C:4]=1[CH:5]=[C:6]([CH:12]1[CH2:17][CH:16]([C:18]3[C:19]([N:38]([CH3:43])[S:39]([CH3:42])(=[O:40])=[O:41])=[CH:20][C:21]4[O:25][C:24]([C:26]5[CH:27]=[CH:28][C:29]([F:32])=[CH:30][CH:31]=5)=[C:23]([C:33]([NH:34][CH3:35])=[O:36])[C:22]=4[CH:37]=3)[CH2:15][CH2:14][N:13]1[CH3:44])[NH:7]2. (3) Given the reactants [CH2:1]1[S:7][C:5](=[O:6])[NH:4][C:2]1=[O:3].I[CH2:9][CH2:10][OH:11].C(=O)([O-])[O-].[K+].[K+], predict the reaction product. The product is: [OH:11][CH2:10][CH2:9][N:4]1[C:2](=[O:3])[CH2:1][S:7][C:5]1=[O:6]. (4) Given the reactants [NH2:1][C:2]([NH2:4])=[S:3].[O:5]=[C:6]1[CH2:11][O:10][C:9]2[CH:12]=[CH:13][C:14]([C:16](=[CH:19][C:20]3[CH:25]=[CH:24][CH:23]=[CH:22][CH:21]=3)[CH:17]=O)=[N:15][C:8]=2[NH:7]1.Cl.[OH-].[Na+], predict the reaction product. The product is: [NH2:1][C:2]1[S:3][CH:19]([C:20]2[CH:25]=[CH:24][CH:23]=[CH:22][CH:21]=2)[C:16]([C:14]2[CH:13]=[CH:12][C:9]3[O:10][CH2:11][C:6](=[O:5])[NH:7][C:8]=3[N:15]=2)=[CH:17][N:4]=1. (5) Given the reactants [CH3:1][O:2][C:3]1[CH:4]=[C:5]([CH2:13][C:14]([OH:16])=[O:15])[CH:6]=[C:7]([O:11][CH3:12])[C:8]=1[O:9][CH3:10].C[Si]([N-][Si](C)(C)C)(C)C.[Na+].[CH2:27](I)[CH3:28], predict the reaction product. The product is: [CH3:12][O:11][C:7]1[CH:6]=[C:5]([CH:13]([CH2:27][CH3:28])[C:14]([OH:16])=[O:15])[CH:4]=[C:3]([O:2][CH3:1])[C:8]=1[O:9][CH3:10]. (6) The product is: [CH:14]1([C:2]2[N:9]=[C:8]([C:10]([F:13])([F:12])[F:11])[CH:7]=[CH:6][C:3]=2[CH:4]=[O:5])[CH2:16][CH2:15]1. Given the reactants Cl[C:2]1[N:9]=[C:8]([C:10]([F:13])([F:12])[F:11])[CH:7]=[CH:6][C:3]=1[CH:4]=[O:5].[CH:14]1(B(O)O)[CH2:16][CH2:15]1.C(=O)([O-])[O-].[Na+].[Na+], predict the reaction product.